From a dataset of Full USPTO retrosynthesis dataset with 1.9M reactions from patents (1976-2016). Predict the reactants needed to synthesize the given product. (1) Given the product [OH:34][C:31]1([CH2:35][CH2:36][N:37]2[CH2:42][CH2:41][C@H:40]([OH:43])[C@@H:39]([CH3:44])[CH2:38]2)[CH2:32][CH2:33][CH:28]([NH:27][C:22]([C:16]2[NH:17][C:18]3[C:14]([CH:15]=2)=[C:13]([O:12][CH2:11][CH2:10][C:7]2[C:6]4[CH:25]=[CH:26][C:3]([O:2][CH3:1])=[CH:4][C:5]=4[O:9][CH:8]=2)[CH:21]=[CH:20][CH:19]=3)=[O:24])[CH2:29][CH2:30]1, predict the reactants needed to synthesize it. The reactants are: [CH3:1][O:2][C:3]1[CH:26]=[CH:25][C:6]2[C:7]([CH2:10][CH2:11][O:12][C:13]3[CH:21]=[CH:20][CH:19]=[C:18]4[C:14]=3[CH:15]=[C:16]([C:22]([OH:24])=O)[NH:17]4)=[CH:8][O:9][C:5]=2[CH:4]=1.[NH2:27][CH:28]1[CH2:33][CH2:32][C:31]([CH2:35][CH2:36][N:37]2[CH2:42][CH2:41][C@H:40]([OH:43])[C@@H:39]([CH3:44])[CH2:38]2)([OH:34])[CH2:30][CH2:29]1. (2) Given the product [F:21][C:18]1[CH:17]=[CH:16][C:15]([CH2:14][CH2:13][CH2:12][N:10]([CH3:11])[C:8]([C:7]2[CH2:26][N:27]([CH3:28])[C:4](=[O:22])[C:5]=2[OH:6])=[O:9])=[CH:20][CH:19]=1, predict the reactants needed to synthesize it. The reactants are: CC1(C)[O:6][C:5](=[CH:7][C:8]([N:10]([CH2:12][CH2:13][CH2:14][C:15]2[CH:20]=[CH:19][C:18]([F:21])=[CH:17][CH:16]=2)[CH3:11])=[O:9])[C:4](=[O:22])O1.C=O.[CH3:26][NH2:27].[CH3:28]O. (3) Given the product [CH:1]1([C:4]2[C:5]([O:20][CH2:21][CH:22]3[CH2:24][CH2:23]3)=[CH:6][C:7]([C:10]3[O:19][CH2:18][C:13]([CH2:14][CH3:15])([CH2:16][CH3:17])[N:12]=3)=[N:8][CH:9]=2)[CH2:3][CH2:2]1, predict the reactants needed to synthesize it. The reactants are: [CH:1]1([C:4]2[C:5]([O:20][CH2:21][CH:22]3[CH2:24][CH2:23]3)=[CH:6][C:7]([C:10]([NH:12][C:13]([CH2:18][OH:19])([CH2:16][CH3:17])[CH2:14][CH3:15])=O)=[N:8][CH:9]=2)[CH2:3][CH2:2]1.CC[N+](S(N=C(OC)[O-])(=O)=O)(CC)CC. (4) Given the product [OH:4][CH2:1][C:2]#[C:3][C:6]1[CH:7]=[C:8]([CH:16]=[C:17]([C:3]#[C:2][CH2:1][OH:4])[CH:18]=1)[C:9]([O:11][CH3:12])=[O:10], predict the reactants needed to synthesize it. The reactants are: [CH2:1]([OH:4])[C:2]#[CH:3].Br[C:6]1[CH:7]=[C:8]([CH:16]=[C:17](Br)[CH:18]=1)[C:9]([O:11][C:12](C)(C)C)=[O:10]. (5) Given the product [CH3:1][NH:3][C:4]1[CH:9]=[C:8]([N+:10]([O-:12])=[O:11])[CH:7]=[CH:6][C:5]=1[O:13][CH3:14], predict the reactants needed to synthesize it. The reactants are: [CH:1]([NH:3][C:4]1[CH:9]=[C:8]([N+:10]([O-:12])=[O:11])[CH:7]=[CH:6][C:5]=1[O:13][CH3:14])=O.[BH4-].[Na+].C(O)(=O)C. (6) Given the product [C:1]([C:5]1[N:10]=[C:9]([O:11][CH2:12][CH3:13])[C:8]([C:14]2[N:15]([C:35]([N:37]3[CH2:42][CH2:41][N:40]([CH2:43][CH2:44][C@@H:45]([OH:46])[CH2:49][OH:48])[CH2:39][CH2:38]3)=[O:36])[C:16]([C:28]3[CH:33]=[CH:32][C:31]([Cl:34])=[CH:30][CH:29]=3)([CH3:27])[C:17]([C:20]3[CH:21]=[CH:22][C:23]([Cl:26])=[CH:24][CH:25]=3)([CH3:19])[N:18]=2)=[CH:7][N:6]=1)([CH3:2])([CH3:3])[CH3:4], predict the reactants needed to synthesize it. The reactants are: [C:1]([C:5]1[N:10]=[C:9]([O:11][CH2:12][CH3:13])[C:8]([C:14]2[N:15]([C:35]([N:37]3[CH2:42][CH2:41][N:40]([CH2:43][CH2:44][C@@H:45]4[CH2:49][O:48]C(C)(C)[O:46]4)[CH2:39][CH2:38]3)=[O:36])[C@@:16]([C:28]3[CH:33]=[CH:32][C:31]([Cl:34])=[CH:30][CH:29]=3)([CH3:27])[C@@:17]([C:20]3[CH:25]=[CH:24][C:23]([Cl:26])=[CH:22][CH:21]=3)([CH3:19])[N:18]=2)=[CH:7][N:6]=1)([CH3:4])([CH3:3])[CH3:2]. (7) The reactants are: [NH2:1][C:2]1[C:11]([F:12])=[C:10]([F:13])[C:9]([O:14][CH3:15])=[C:8]2[C:3]=1[C:4](=[O:22])[C:5]([C:19](O)=[O:20])=[CH:6][N:7]2[CH:16]1[CH2:18][CH2:17]1.C([N:25](CC)CC)C.ClC(OCC)=O.N. Given the product [NH2:1][C:2]1[C:11]([F:12])=[C:10]([F:13])[C:9]([O:14][CH3:15])=[C:8]2[C:3]=1[C:4](=[O:22])[C:5]([C:19]([NH2:25])=[O:20])=[CH:6][N:7]2[CH:16]1[CH2:17][CH2:18]1, predict the reactants needed to synthesize it.